This data is from Reaction yield outcomes from USPTO patents with 853,638 reactions. The task is: Predict the reaction yield, written as a fraction of the theoretical maximum amount of product (1.0 means a 100% yield; for example, 0.34 means a 34% yield). (1) The reactants are [Cl-].O[NH3+:3].[C:4](=[O:7])([O-])[OH:5].[Na+].CS(C)=O.[CH3:13][O:14][C:15]1[CH:50]=[C:49]([O:51][CH3:52])[CH:48]=[CH:47][C:16]=1[CH2:17][N:18]1[C:23](=[O:24])[C:22]([CH2:25][C:26]2[CH:31]=[CH:30][C:29]([C:32]3[C:33]([C:38]#[N:39])=[CH:34][CH:35]=[CH:36][CH:37]=3)=[CH:28][C:27]=2[F:40])=[C:21]([CH2:41][CH2:42][CH3:43])[N:20]2[N:44]=[CH:45][N:46]=[C:19]12. The catalyst is C(OCC)(=O)C. The product is [CH3:13][O:14][C:15]1[CH:50]=[C:49]([O:51][CH3:52])[CH:48]=[CH:47][C:16]=1[CH2:17][N:18]1[C:23](=[O:24])[C:22]([CH2:25][C:26]2[CH:31]=[CH:30][C:29]([C:32]3[CH:37]=[CH:36][CH:35]=[CH:34][C:33]=3[C:38]3[NH:3][C:4](=[O:7])[O:5][N:39]=3)=[CH:28][C:27]=2[F:40])=[C:21]([CH2:41][CH2:42][CH3:43])[N:20]2[N:44]=[CH:45][N:46]=[C:19]12. The yield is 0.450. (2) The reactants are [F:1][C:2]1[CH:16]=[CH:15][C:5]([CH2:6][N:7]2[CH2:13][CH:12]3[NH:14][CH:9]([CH2:10][CH2:11]3)[CH2:8]2)=[CH:4][CH:3]=1.C(N(CC)CC)C.Cl[C:25]([CH2:27][O:28][C:29](=[O:31])[CH3:30])=[O:26]. The catalyst is ClCCl. The product is [F:1][C:2]1[CH:3]=[CH:4][C:5]([CH2:6][N:7]2[CH2:8][CH:9]3[N:14]([C:25](=[O:26])[CH2:27][O:28][C:29](=[O:31])[CH3:30])[CH:12]([CH2:11][CH2:10]3)[CH2:13]2)=[CH:15][CH:16]=1. The yield is 1.00. (3) The reactants are [N+:1]([C:4]1[CH:5]=[C:6]2[C:11](=[CH:12][CH:13]=1)[NH:10][C:9](=O)[NH:8][C:7]2=O)([O-:3])=[O:2].[CH2:16]([NH2:19])[CH:17]=[CH2:18]. The catalyst is O. The product is [CH2:16]([NH:19][C:9]1[N:8]=[C:7]([NH:1][CH:4]([CH3:5])[CH:13]=[CH2:12])[C:6]2[C:11](=[CH:12][CH:13]=[C:4]([N+:1]([O-:3])=[O:2])[CH:5]=2)[N:10]=1)[CH:17]=[CH2:18]. The yield is 0.187.